From a dataset of Peptide-MHC class I binding affinity with 185,985 pairs from IEDB/IMGT. Regression. Given a peptide amino acid sequence and an MHC pseudo amino acid sequence, predict their binding affinity value. This is MHC class I binding data. (1) The peptide sequence is RTLLKRVY. The MHC is Mamu-A02 with pseudo-sequence Mamu-A02. The binding affinity (normalized) is 0.581. (2) The peptide sequence is KTSLCLMMIL. The MHC is HLA-B57:01 with pseudo-sequence HLA-B57:01. The binding affinity (normalized) is 0.790. (3) The peptide sequence is KLPRWIFFA. The MHC is HLA-A02:19 with pseudo-sequence HLA-A02:19. The binding affinity (normalized) is 0.744. (4) The binding affinity (normalized) is 0.369. The MHC is HLA-A68:02 with pseudo-sequence HLA-A68:02. The peptide sequence is WLPTGTLLV.